Dataset: Forward reaction prediction with 1.9M reactions from USPTO patents (1976-2016). Task: Predict the product of the given reaction. (1) Given the reactants [NH2:1][C:2]1[CH:3]=[C:4]([CH:21]=[CH:22][CH:23]=1)[O:5][C:6]1[CH:18]=[CH:17][C:9]2[N:10]=[C:11]([NH:13][C:14](=[O:16])[CH3:15])[S:12][C:8]=2[C:7]=1[C:19]#[N:20].[F:24][C:25]([F:37])([F:36])[C:26]1[CH:27]=[C:28]([CH2:32][C:33](O)=[O:34])[CH:29]=[CH:30][CH:31]=1.F[P-](F)(F)(F)(F)F.N1(OC(N(C)C)=[N+](C)C)C2N=CC=CC=2N=N1.N1C=CC=CC=1, predict the reaction product. The product is: [C:14]([NH:13][C:11]1[S:12][C:8]2[C:7]([C:19]#[N:20])=[C:6]([O:5][C:4]3[CH:3]=[C:2]([NH:1][C:33](=[O:34])[CH2:32][C:28]4[CH:29]=[CH:30][CH:31]=[C:26]([C:25]([F:36])([F:24])[F:37])[CH:27]=4)[CH:23]=[CH:22][CH:21]=3)[CH:18]=[CH:17][C:9]=2[N:10]=1)(=[O:16])[CH3:15]. (2) Given the reactants [C:1]([C:4]1[CH:5]=[C:6]2[C:10](=[C:11]3[CH:15]=[CH:14][S:13][C:12]=13)[N+:9](CCCS([O-])(=O)=O)=[C:8]([CH3:23])[C:7]2([CH3:25])[CH3:24])([OH:3])=[O:2].C1CS(=O)(=O)OC1.[OH-].[Na+], predict the reaction product. The product is: [CH3:23][C:8]1[C:7]([CH3:24])([CH3:25])[C:6]2[C:10](=[C:11]3[CH:15]=[CH:14][S:13][C:12]3=[C:4]([C:1]([OH:3])=[O:2])[CH:5]=2)[N:9]=1. (3) Given the reactants [ClH:1].[CH3:2][N:3]([CH3:27])[CH:4]1[CH2:9][CH2:8][N:7]([C:10](=[O:26])[CH2:11][CH2:12][C:13]2[N:14]([CH2:18][C:19]([O:21][CH2:22][CH:23]3[CH2:25][CH2:24]3)=[O:20])[CH:15]=[CH:16][N:17]=2)[CH2:6][CH2:5]1, predict the reaction product. The product is: [ClH:1].[CH3:27][N:3]([CH3:2])[CH:4]1[CH2:5][CH2:6][N:7]([C:10](=[O:26])[CH2:11][CH2:12][C:13]2[N:14]([CH2:18][C:19]([O:21][CH2:22][CH:23]3[CH2:25][CH2:24]3)=[O:20])[CH:15]=[CH:16][N:17]=2)[CH2:8][CH2:9]1. (4) Given the reactants N1[C:6]2[CH2:7][CH2:8][N:9]([CH2:11][CH2:12][CH2:13][CH2:14][O:15][C:16]3[CH:25]=[C:24]4[C:19]([CH2:20][CH2:21][C:22](=[O:26])[NH:23]4)=[CH:18][CH:17]=3)[CH2:10][C:5]=2C=NC=1.[S:27]1C2CNCCC=2[CH:29]=[CH:28]1, predict the reaction product. The product is: [S:27]1[C:5]2[CH2:10][N:9]([CH2:11][CH2:12][CH2:13][CH2:14][O:15][C:16]3[CH:25]=[C:24]4[C:19]([CH2:20][CH2:21][C:22](=[O:26])[NH:23]4)=[CH:18][CH:17]=3)[CH2:8][CH2:7][C:6]=2[CH:29]=[CH:28]1. (5) Given the reactants [CH:1]1([CH2:7][O:8][C:9]2[C:10]3[N:11]([C:15]([C:19]([O:21]CC)=[O:20])=[C:16]([CH3:18])[N:17]=3)[CH:12]=[CH:13][CH:14]=2)[CH2:6][CH2:5][CH2:4][CH2:3][CH2:2]1.[OH-].[Na+].Cl, predict the reaction product. The product is: [CH:1]1([CH2:7][O:8][C:9]2[C:10]3[N:11]([C:15]([C:19]([OH:21])=[O:20])=[C:16]([CH3:18])[N:17]=3)[CH:12]=[CH:13][CH:14]=2)[CH2:2][CH2:3][CH2:4][CH2:5][CH2:6]1. (6) Given the reactants [O:1]=[C:2]1[C@@H:8]([NH:9][C:10](=[O:16])[O:11][C:12]([CH3:15])([CH3:14])[CH3:13])[CH2:7][CH2:6][CH2:5][CH2:4][NH:3]1.[H-].[Na+].[CH2:19](Br)[CH:20]([CH3:22])[CH3:21].[NH4+].[Cl-], predict the reaction product. The product is: [CH2:19]([N:3]1[CH2:4][CH2:5][CH2:6][CH2:7][C@H:8]([NH:9][C:10](=[O:16])[O:11][C:12]([CH3:13])([CH3:15])[CH3:14])[C:2]1=[O:1])[CH:20]([CH3:22])[CH3:21]. (7) Given the reactants [CH:1]1([NH:4][C:5]2[C:10]([CH:11]=[N:12][C:13]3[C:18]([F:19])=[C:17]([O:20][CH3:21])[CH:16]=[C:15]([O:22][CH3:23])[C:14]=3[F:24])=[CH:9][N:8]=[C:7]([S:25][CH3:26])[N:6]=2)[CH2:3][CH2:2]1.[H-].[H-].[H-].[H-].[Li+].[Al+3], predict the reaction product. The product is: [CH:1]1([NH:4][C:5]2[C:10]([CH2:11][NH:12][C:13]3[C:18]([F:19])=[C:17]([O:20][CH3:21])[CH:16]=[C:15]([O:22][CH3:23])[C:14]=3[F:24])=[CH:9][N:8]=[C:7]([S:25][CH3:26])[N:6]=2)[CH2:3][CH2:2]1.